Task: Predict the reactants needed to synthesize the given product.. Dataset: Full USPTO retrosynthesis dataset with 1.9M reactions from patents (1976-2016) (1) Given the product [CH3:22][CH:20]([O:19][C:15]1[CH:14]=[C:13]([O:12][C:9]2[N:8]=[CH:7][C:6]([NH:5][C:3](=[O:4])[C@@H:2]([CH3:1])[NH2:23])=[CH:11][CH:10]=2)[CH:18]=[CH:17][CH:16]=1)[CH3:21], predict the reactants needed to synthesize it. The reactants are: [CH3:1][C@@H:2]([NH:23]C(=O)OC(C)(C)C)[C:3]([NH:5][C:6]1[CH:7]=[N:8][C:9]([O:12][C:13]2[CH:18]=[CH:17][CH:16]=[C:15]([O:19][CH:20]([CH3:22])[CH3:21])[CH:14]=2)=[CH:10][CH:11]=1)=[O:4].C(O)(C(F)(F)F)=O. (2) The reactants are: [O:1]1[C:5]2[CH:6]=[CH:7][C:8]([C:10]3[C:19]([F:20])=[C:18](Cl)[C:17]4[C:12](=[CH:13][CH:14]=[CH:15][CH:16]=4)[N:11]=3)=[CH:9][C:4]=2[O:3][CH2:2]1.C([Li])CCC.[I:27]I. Given the product [O:1]1[C:5]2[CH:6]=[CH:7][C:8]([C:10]3[C:19]([F:20])=[C:18]([I:27])[C:17]4[C:12](=[CH:13][CH:14]=[CH:15][CH:16]=4)[N:11]=3)=[CH:9][C:4]=2[O:3][CH2:2]1, predict the reactants needed to synthesize it. (3) Given the product [CH2:38]([N:31]([CH3:30])[C:9]([NH:8][C@@H:3]([C:2]([CH3:1])([CH3:21])[CH3:22])[C:4]([O:6][CH3:7])=[O:5])=[O:11])[C:32]1[CH:37]=[CH:36][CH:35]=[CH:34][CH:33]=1, predict the reactants needed to synthesize it. The reactants are: [CH3:1][C:2]([CH3:22])([CH3:21])[C@H:3]([NH:8][C:9]([O:11]C1C=CC([N+]([O-])=O)=CC=1)=O)[C:4]([O:6][CH3:7])=[O:5].C([CH2:30][NH2:31])C1C=CC=CC=1.[C:32]1([CH3:38])[CH:37]=[CH:36][CH:35]=[CH:34][CH:33]=1. (4) Given the product [NH:29]1[CH:28]=[C:27]([C:23]2[CH:22]=[C:21]3[C:26](=[CH:25][CH:24]=2)[N:18]([CH2:17][CH:14]2[CH2:15][CH2:16][N:11]([C:9](=[O:10])[CH2:8][CH2:7][C:1]4[CH:2]=[CH:3][CH:4]=[CH:5][CH:6]=4)[CH2:12][CH2:13]2)[CH2:19][CH2:20]3)[CH:31]=[N:30]1, predict the reactants needed to synthesize it. The reactants are: [C:1]1([CH2:7][CH2:8][C:9]([N:11]2[CH2:16][CH2:15][CH:14]([CH2:17][N:18]3[C:26]4[C:21](=[CH:22][C:23]([C:27]5[CH:28]=[N:29][N:30](C6CCCCO6)[CH:31]=5)=[CH:24][CH:25]=4)[CH:20]=[CH:19]3)[CH2:13][CH2:12]2)=[O:10])[CH:6]=[CH:5][CH:4]=[CH:3][CH:2]=1.[BH3-]C#N.[Na+].Cl.CO.ClCCl.